Dataset: Full USPTO retrosynthesis dataset with 1.9M reactions from patents (1976-2016). Task: Predict the reactants needed to synthesize the given product. (1) Given the product [F:31][C:28]1[CH:29]=[CH:30][C:25]([NH:1][C:2]2[C:6]3[C:7](=[O:11])[NH:8][CH:9]=[CH:10][C:5]=3[N:4]([CH:19]([CH3:23])[CH2:20][C:21]#[N:22])[N:3]=2)=[CH:26][CH:27]=1, predict the reactants needed to synthesize it. The reactants are: [NH2:1][C:2]1[C:6]2[C:7]([O:11]CC3C=CC=CC=3)=[N:8][CH:9]=[CH:10][C:5]=2[N:4]([CH:19]([CH3:23])[CH2:20][C:21]#[N:22])[N:3]=1.Br[C:25]1[CH:30]=[CH:29][C:28]([F:31])=[CH:27][CH:26]=1.C(P(C(C)(C)C)C1C(C)=C(C)C(C)=C(C)C=1C1C(C(C)C)=CC(C(C)C)=CC=1C(C)C)(C)(C)C.C([O-])(=O)C.[K+].FC(F)(F)C(O)=O. (2) The reactants are: [Cl-].[Al+3].[Cl-].[Cl-].[N-]=[N+]=[N-].[Na+].[CH3:9][C:10]1[C:15]([C:16](F)(F)F)=[CH:14][CH:13]=[CH:12][C:11]=1[N:20]1[C:24](=[O:25])[N:23](C)[N:22]=[N:21]1.N([O-])=O.[Na+].Cl.CN(C)[CH:34]=[O:35]. Given the product [CH3:34][O:35][CH2:9][C:10]1[C:15]([CH3:16])=[CH:14][CH:13]=[CH:12][C:11]=1[N:20]1[C:24](=[O:25])[NH:23][N:22]=[N:21]1, predict the reactants needed to synthesize it.